Dataset: Reaction yield outcomes from USPTO patents with 853,638 reactions. Task: Predict the reaction yield, written as a fraction of the theoretical maximum amount of product (1.0 means a 100% yield; for example, 0.34 means a 34% yield). The reactants are Br[CH2:2][CH2:3][CH2:4][CH3:5].[Br:6][C:7]1[CH:13]=[CH:12][C:10]([NH2:11])=[CH:9][CH:8]=1.[OH-].[K+]. No catalyst specified. The product is [CH2:2]([N:11]([CH2:2][CH2:3][CH2:4][CH3:5])[C:10]1[CH:12]=[CH:13][C:7]([Br:6])=[CH:8][CH:9]=1)[CH2:3][CH2:4][CH3:5]. The yield is 0.430.